From a dataset of Peptide-MHC class I binding affinity with 185,985 pairs from IEDB/IMGT. Regression. Given a peptide amino acid sequence and an MHC pseudo amino acid sequence, predict their binding affinity value. This is MHC class I binding data. (1) The peptide sequence is QLREAATEA. The MHC is HLA-A02:01 with pseudo-sequence HLA-A02:01. The binding affinity (normalized) is 0.0848. (2) The peptide sequence is KPKLARGEL. The MHC is HLA-B38:01 with pseudo-sequence HLA-B38:01. The binding affinity (normalized) is 0.0847. (3) The peptide sequence is AIEDVWQLF. The MHC is Mamu-B52 with pseudo-sequence Mamu-B52. The binding affinity (normalized) is 0.688.